Dataset: Full USPTO retrosynthesis dataset with 1.9M reactions from patents (1976-2016). Task: Predict the reactants needed to synthesize the given product. (1) Given the product [CH2:56]([N:53]1[CH2:52][CH2:51][CH:50]([O:49][C:48]2[CH:43]=[CH:44][C:45]([C:63]([N:23]([C:20]3[CH:19]=[CH:18][C:17]([O:16][C:13]4[CH:14]=[CH:15][C:10]([NH:9][C:7]([NH:6][CH:3]([CH2:4][CH3:5])[CH2:1][CH3:2])=[O:8])=[CH:11][C:12]=4[O:29][CH3:30])=[CH:22][CH:21]=3)[CH2:24][CH2:25][CH2:26][O:27][CH3:28])=[O:64])=[CH:46][CH:47]=2)[CH2:55][CH2:54]1)[CH2:57][CH2:58][CH3:59], predict the reactants needed to synthesize it. The reactants are: [CH2:1]([CH:3]([NH:6][C:7]([NH:9][C:10]1[CH:15]=[CH:14][C:13]([O:16][C:17]2[CH:22]=[CH:21][C:20]([NH:23][CH2:24][CH2:25][CH2:26][O:27][CH3:28])=[CH:19][CH:18]=2)=[C:12]([O:29][CH3:30])[CH:11]=1)=[O:8])[CH2:4][CH3:5])[CH3:2].C(ON1[C:44]2[CH:45]=[CH:46][CH:47]=[C:48]([O:49][CH:50]3[CH2:55][CH2:54][N:53]([CH2:56][CH2:57][CH2:58][CH3:59])[CH2:52][CH2:51]3)[C:43]=2N=N1)(=O)C1C=CC=CC=1.CN([CH:63]=[O:64])C. (2) Given the product [C:26]([O:25][C:23]([N:8]1[CH2:9][CH2:10][CH2:11][CH:7]1[CH2:6][C:5]1[CH:12]=[CH:13][C:2]([Br:1])=[CH:3][CH:4]=1)=[O:24])([CH3:29])([CH3:28])[CH3:27], predict the reactants needed to synthesize it. The reactants are: [Br:1][C:2]1[CH:13]=[CH:12][C:5]([CH2:6][CH:7]2[CH2:11][CH2:10][CH2:9][NH:8]2)=[CH:4][CH:3]=1.C(N(CC)C(C)C)(C)C.[C:23](O[C:23]([O:25][C:26]([CH3:29])([CH3:28])[CH3:27])=[O:24])([O:25][C:26]([CH3:29])([CH3:28])[CH3:27])=[O:24]. (3) Given the product [Cl:6][C:7]1[CH:8]=[CH:9][C:10]2[C:19](=[C:18]3[C:13](=[CH:12][CH:11]=2)[CH:14]=[CH:15][CH:16]=[N:17]3)[N:20]=1.[Cl:6][C:7]1[CH:8]=[CH:9][C:10]2[C:19]([N:20]=1)=[C:18]1[C:13]([CH:14]=[CH:15][C:16](=[O:22])[N:17]1[CH3:21])=[CH:12][CH:11]=2, predict the reactants needed to synthesize it. The reactants are: S([O-])(O)(=O)=O.[Cl:6][C:7]1[CH:8]=[CH:9][C:10]2[C:19]([N:20]=1)=[C:18]1[C:13]([CH:14]=[CH:15][CH:16]=[N+:17]1[CH3:21])=[CH:12][CH:11]=2.[OH-:22].[Na+]. (4) Given the product [I:28][C:21]1[CH:22]=[CH:23][C:24]([O:26][CH3:27])=[CH:25][C:20]=1[S:19][C:10]1[N:9]([CH2:8][CH2:7][CH2:6][NH:41][CH:42]([CH3:47])[CH3:43])[C:17]2[CH:16]=[CH:15][N:14]=[C:13]([NH2:18])[C:12]=2[N:11]=1, predict the reactants needed to synthesize it. The reactants are: CS(O[CH2:6][CH2:7][CH2:8][N:9]1[C:17]2[CH:16]=[CH:15][N:14]=[C:13]([NH2:18])[C:12]=2[N:11]=[C:10]1[S:19][C:20]1[CH:25]=[C:24]([O:26][CH3:27])[CH:23]=[CH:22][C:21]=1[I:28])(=O)=O.BrC1C(SC2[N:41](CCCNC(C)C)[C:42]3[CH:47]=CN=C(N)[C:43]=3N=2)=CC2OCOC=2C=1. (5) Given the product [Cl:1][C:2]1[N:7]=[CH:6][C:5]([CH2:8][N:9]([CH2:18][CH2:19][Cl:23])[CH2:10][C:11]2[CH:16]=[CH:15][C:14]([Cl:17])=[CH:13][CH:12]=2)=[CH:4][CH:3]=1, predict the reactants needed to synthesize it. The reactants are: [Cl:1][C:2]1[N:7]=[CH:6][C:5]([CH2:8][N:9]([CH:18](O)[CH3:19])[CH2:10][C:11]2[CH:16]=[CH:15][C:14]([Cl:17])=[CH:13][CH:12]=2)=[CH:4][CH:3]=1.S(Cl)([Cl:23])=O. (6) The reactants are: [OH:1][C@H:2]([C@H:6]1[C@@H:11]([NH:12][C:13](=[O:28])[CH2:14][NH:15][C:16](=[O:27])[C:17]2[CH:22]=[CH:21][CH:20]=[C:19]([C:23]([F:26])([F:25])[F:24])[CH:18]=2)[CH2:10][CH2:9][C@@H:8]([NH:29]C(=O)OC(C)(C)C)[CH2:7]1)[CH:3]([CH3:5])[CH3:4].C(O)(C(F)(F)F)=O. Given the product [NH2:29][C@@H:8]1[CH2:9][CH2:10][C@H:11]([NH:12][C:13](=[O:28])[CH2:14][NH:15][C:16](=[O:27])[C:17]2[CH:22]=[CH:21][CH:20]=[C:19]([C:23]([F:26])([F:25])[F:24])[CH:18]=2)[C@H:6]([C@@H:2]([OH:1])[CH:3]([CH3:4])[CH3:5])[CH2:7]1, predict the reactants needed to synthesize it. (7) Given the product [F:19][C:14]1[CH:13]=[C:12]([CH2:11][C@H:10]([NH:20][C:21](=[O:31])[C:22]2[CH:27]=[CH:26][CH:25]=[C:24]([C:28]([N:29]([CH2:97][CH2:98][CH3:99])[CH2:49][CH2:48][CH3:55])=[O:30])[CH:23]=2)[C@H:9]([OH:8])[C@H:32]2[CH2:36][O:37][CH2:35][CH2:34][NH:33]2)[CH:17]=[C:16]([F:18])[CH:15]=1, predict the reactants needed to synthesize it. The reactants are: [Si]([O:8][C@H:9]([C@H:32]1[CH2:36][C@@H:35]([O:37]CCC)[CH2:34][N:33]1C(OC(C)(C)C)=O)[C@@H:10]([NH:20][C:21](=[O:31])[C:22]1[CH:27]=[CH:26][CH:25]=[C:24]([C:28](=[O:30])[NH2:29])[CH:23]=1)[CH2:11][C:12]1[CH:17]=[C:16]([F:18])[CH:15]=[C:14]([F:19])[CH:13]=1)(C(C)(C)C)(C)C.[CH:48](N1CCOC[C@@H]1[C@@H](O)[C@@H](NC(=O)C1C=CC=C(C(N(CCC)CCC)=O)C=1)CC1C=C(F)C=C(F)C=1)([C:55]1C=CC=CC=1)[C:49]1C=CC=CC=1.[CH2:97](N(CCC)C(C1C=C(C=CC=1)C(O)=O)=O)[CH2:98][CH3:99].CCN(C(C)C)C(C)C.CN(C(ON1N=NC2C=CC=NC1=2)=[N+](C)C)C.F[P-](F)(F)(F)(F)F.FC1C=C(CCCO)C=C(F)C=1. (8) Given the product [CH2:1]([N:4]([CH2:12][C:13](=[N:27][OH:28])[C:15]1[S:19][N:18]=[CH:17][CH:16]=1)[C:5](=[O:11])[O:6][C:7]([CH3:10])([CH3:9])[CH3:8])[CH:2]=[CH2:3], predict the reactants needed to synthesize it. The reactants are: [CH2:1]([N:4]([CH2:12][C:13]([C:15]1[S:19][N:18]=[CH:17][CH:16]=1)=O)[C:5](=[O:11])[O:6][C:7]([CH3:10])([CH3:9])[CH3:8])[CH:2]=[CH2:3].N1C=CC=CC=1.Cl.[NH2:27][OH:28]. (9) Given the product [F:26][C@H:2]1[CH2:5][C@H:4]([C:6]([O:8][CH2:9][C:10]2[CH:15]=[CH:14][CH:13]=[CH:12][CH:11]=2)=[O:7])[CH2:3]1, predict the reactants needed to synthesize it. The reactants are: O[C@@H:2]1[CH2:5][C@H:4]([C:6]([O:8][CH2:9][C:10]2[CH:15]=[CH:14][CH:13]=[CH:12][CH:11]=2)=[O:7])[CH2:3]1.COCCN(S(F)(F)[F:26])CCOC. (10) Given the product [Cl:33][C:34]1[CH:41]=[CH:40][C:37]([CH2:38][CH2:13][CH2:12][CH2:11][CH2:10][CH2:9][CH2:8][CH2:7][CH2:6][CH2:5][C:2]([OH:4])=[O:3])=[CH:36][CH:35]=1, predict the reactants needed to synthesize it. The reactants are: [Br-].[C:2]([CH2:5][CH2:6][CH2:7][CH2:8][CH2:9][CH2:10][CH2:11][CH2:12][CH2:13][P+](C1C=CC=CC=1)(C1C=CC=CC=1)C1C=CC=CC=1)([OH:4])=[O:3].[Cl:33][C:34]1[CH:41]=[CH:40][C:37]([CH:38]=O)=[CH:36][CH:35]=1.